The task is: Predict the reaction yield, written as a fraction of the theoretical maximum amount of product (1.0 means a 100% yield; for example, 0.34 means a 34% yield).. This data is from Reaction yield outcomes from USPTO patents with 853,638 reactions. The reactants are Cl[C:2]1[N:7]=[C:6]([NH:8][C:9]2[CH:17]=[CH:16][C:15]([N:18]3[CH2:23][CH2:22][CH2:21][CH2:20][CH2:19]3)=[CH:14][C:10]=2[C:11]([NH2:13])=[O:12])[C:5]([Cl:24])=[CH:4][N:3]=1.[NH2:25][C:26]1[CH:38]=[CH:37][C:29]2[N:30]([CH3:36])[C:31](=[O:35])[CH2:32][CH2:33][CH2:34][C:28]=2[CH:27]=1.Cl. The catalyst is COC(O)C.O1CCOCC1. The product is [Cl:24][C:5]1[C:6]([NH:8][C:9]2[CH:17]=[CH:16][C:15]([N:18]3[CH2:23][CH2:22][CH2:21][CH2:20][CH2:19]3)=[CH:14][C:10]=2[C:11]([NH2:13])=[O:12])=[N:7][C:2]([NH:25][C:26]2[CH:38]=[CH:37][C:29]3[N:30]([CH3:36])[C:31](=[O:35])[CH2:32][CH2:33][CH2:34][C:28]=3[CH:27]=2)=[N:3][CH:4]=1. The yield is 0.210.